Task: Predict the product of the given reaction.. Dataset: Forward reaction prediction with 1.9M reactions from USPTO patents (1976-2016) Given the reactants [CH2:1]([O:3][C:4]([C:6]1[CH:14]=[C:13]2[C:9]([C:10]([C:25]([OH:27])=O)=[C:11]([CH:22]([CH3:24])[CH3:23])[N:12]2[CH2:15][C:16]2[CH:21]=[CH:20][CH:19]=[CH:18][N:17]=2)=[CH:8][CH:7]=1)=[O:5])[CH3:2].C(Cl)CCl.[F:32][C:33]1[CH:34]=[C:35]([CH2:39][NH2:40])[CH:36]=[N:37][CH:38]=1, predict the reaction product. The product is: [CH2:1]([O:3][C:4]([C:6]1[CH:14]=[C:13]2[C:9]([C:10]([C:25](=[O:27])[NH:40][CH2:39][C:35]3[CH:36]=[N:37][CH:38]=[C:33]([F:32])[CH:34]=3)=[C:11]([CH:22]([CH3:23])[CH3:24])[N:12]2[CH2:15][C:16]2[CH:21]=[CH:20][CH:19]=[CH:18][N:17]=2)=[CH:8][CH:7]=1)=[O:5])[CH3:2].